This data is from NCI-60 drug combinations with 297,098 pairs across 59 cell lines. The task is: Regression. Given two drug SMILES strings and cell line genomic features, predict the synergy score measuring deviation from expected non-interaction effect. (1) Drug 1: CS(=O)(=O)C1=CC(=C(C=C1)C(=O)NC2=CC(=C(C=C2)Cl)C3=CC=CC=N3)Cl. Drug 2: C1=NC2=C(N=C(N=C2N1C3C(C(C(O3)CO)O)F)Cl)N. Cell line: M14. Synergy scores: CSS=11.8, Synergy_ZIP=0.289, Synergy_Bliss=-2.02, Synergy_Loewe=-54.5, Synergy_HSA=-4.57. (2) Drug 1: CC12CCC(CC1=CCC3C2CCC4(C3CC=C4C5=CN=CC=C5)C)O. Drug 2: CC1=C(C(=O)C2=C(C1=O)N3CC4C(C3(C2COC(=O)N)OC)N4)N. Cell line: UACC62. Synergy scores: CSS=39.8, Synergy_ZIP=1.65, Synergy_Bliss=4.55, Synergy_Loewe=-16.6, Synergy_HSA=5.88. (3) Drug 1: COC1=CC(=CC(=C1O)OC)C2C3C(COC3=O)C(C4=CC5=C(C=C24)OCO5)OC6C(C(C7C(O6)COC(O7)C8=CC=CS8)O)O. Drug 2: C1CC(C1)(C(=O)O)C(=O)O.[NH2-].[NH2-].[Pt+2]. Cell line: MALME-3M. Synergy scores: CSS=42.7, Synergy_ZIP=-10.9, Synergy_Bliss=0.623, Synergy_Loewe=1.51, Synergy_HSA=4.84. (4) Drug 1: C1=NC2=C(N1)C(=S)N=C(N2)N. Drug 2: C1CN(P(=O)(OC1)NCCCl)CCCl. Cell line: A498. Synergy scores: CSS=15.6, Synergy_ZIP=-2.19, Synergy_Bliss=1.14, Synergy_Loewe=-13.1, Synergy_HSA=0.255. (5) Drug 1: C(CC(=O)O)C(=O)CN.Cl. Drug 2: CC12CCC3C(C1CCC2OP(=O)(O)O)CCC4=C3C=CC(=C4)OC(=O)N(CCCl)CCCl.[Na+]. Cell line: EKVX. Synergy scores: CSS=8.85, Synergy_ZIP=-2.46, Synergy_Bliss=1.74, Synergy_Loewe=-2.34, Synergy_HSA=-1.55. (6) Drug 1: CC12CCC(CC1=CCC3C2CCC4(C3CC=C4C5=CN=CC=C5)C)O. Drug 2: COC1=C2C(=CC3=C1OC=C3)C=CC(=O)O2. Cell line: OVCAR-5. Synergy scores: CSS=6.73, Synergy_ZIP=3.26, Synergy_Bliss=-0.114, Synergy_Loewe=-6.33, Synergy_HSA=-1.01. (7) Drug 1: CC1=CC2C(CCC3(C2CCC3(C(=O)C)OC(=O)C)C)C4(C1=CC(=O)CC4)C. Drug 2: C1C(C(OC1N2C=C(C(=O)NC2=O)F)CO)O. Cell line: ACHN. Synergy scores: CSS=2.58, Synergy_ZIP=-14.6, Synergy_Bliss=-23.0, Synergy_Loewe=-27.7, Synergy_HSA=-22.3. (8) Drug 1: CCC1=CC2CC(C3=C(CN(C2)C1)C4=CC=CC=C4N3)(C5=C(C=C6C(=C5)C78CCN9C7C(C=CC9)(C(C(C8N6C)(C(=O)OC)O)OC(=O)C)CC)OC)C(=O)OC.C(C(C(=O)O)O)(C(=O)O)O. Cell line: K-562. Drug 2: CC1=C(C=C(C=C1)NC(=O)C2=CC=C(C=C2)CN3CCN(CC3)C)NC4=NC=CC(=N4)C5=CN=CC=C5. Synergy scores: CSS=91.3, Synergy_ZIP=4.86, Synergy_Bliss=4.94, Synergy_Loewe=5.27, Synergy_HSA=7.96. (9) Drug 1: CC(C)(C#N)C1=CC(=CC(=C1)CN2C=NC=N2)C(C)(C)C#N. Drug 2: CCN(CC)CCCC(C)NC1=C2C=C(C=CC2=NC3=C1C=CC(=C3)Cl)OC. Cell line: A549. Synergy scores: CSS=18.3, Synergy_ZIP=-1.09, Synergy_Bliss=1.36, Synergy_Loewe=-1.03, Synergy_HSA=0.173.